This data is from Full USPTO retrosynthesis dataset with 1.9M reactions from patents (1976-2016). The task is: Predict the reactants needed to synthesize the given product. (1) Given the product [Br:1][C:2]1[CH:13]=[CH:12][C:5]2[O:6][C@H:7]([CH2:10][O:11][CH2:16][CH2:17][CH2:18][CH2:19][CH3:20])[CH2:8][O:9][C:4]=2[CH:3]=1, predict the reactants needed to synthesize it. The reactants are: [Br:1][C:2]1[CH:13]=[CH:12][C:5]2[O:6][C@H:7]([CH2:10][OH:11])[CH2:8][O:9][C:4]=2[CH:3]=1.[H-].[Na+].[CH3:16][CH2:17][CH2:18][CH2:19][CH2:20]I.[Cl-].[NH4+]. (2) Given the product [F:23][C:18]1[C:17]([C:13]2[CH:12]=[C:11]([N:9]3[CH:10]=[C:6]([C:4]([C:26]4[CH:31]=[C:30]([CH3:32])[CH:29]=[CH:28][N:27]=4)=[O:5])[N:7]=[CH:8]3)[CH:16]=[CH:15][CH:14]=2)=[CH:22][CH:21]=[CH:20][N:19]=1, predict the reactants needed to synthesize it. The reactants are: CON(C)[C:4]([C:6]1[N:7]=[CH:8][N:9]([C:11]2[CH:16]=[CH:15][CH:14]=[C:13]([C:17]3[C:18]([F:23])=[N:19][CH:20]=[CH:21][CH:22]=3)[CH:12]=2)[CH:10]=1)=[O:5].Br[C:26]1[CH:31]=[C:30]([CH3:32])[CH:29]=[CH:28][N:27]=1. (3) Given the product [CH2:1]([N:8]([CH2:21][C:22]1[CH:27]=[CH:26][C:25]([O:28][C:29]2[CH:34]=[CH:33][CH:32]=[C:31]([O:35][CH2:36][CH2:37][CH2:38][N:41]([CH3:42])[CH3:40])[CH:30]=2)=[CH:24][CH:23]=1)[C:9]1[C:10]([CH3:20])=[C:11]([NH:15][S:16]([CH3:19])(=[O:18])=[O:17])[CH:12]=[CH:13][CH:14]=1)[C:2]1[CH:7]=[CH:6][CH:5]=[CH:4][CH:3]=1, predict the reactants needed to synthesize it. The reactants are: [CH2:1]([N:8]([CH2:21][C:22]1[CH:27]=[CH:26][C:25]([O:28][C:29]2[CH:34]=[CH:33][CH:32]=[C:31]([O:35][CH2:36][CH2:37][CH2:38]Br)[CH:30]=2)=[CH:24][CH:23]=1)[C:9]1[C:10]([CH3:20])=[C:11]([NH:15][S:16]([CH3:19])(=[O:18])=[O:17])[CH:12]=[CH:13][CH:14]=1)[C:2]1[CH:7]=[CH:6][CH:5]=[CH:4][CH:3]=1.[CH3:40][NH:41][CH3:42]. (4) Given the product [CH3:36][C:34]1[NH:33][C:32]2[C:37]([CH3:39])=[CH:38][C:29]([NH:28][C:24]3[N:25]=[CH:26][N:27]=[C:22]([N:17]4[CH2:18][CH2:19][CH:14]([N:10]5[CH2:9][CH2:8][C:7]6[CH:20]=[C:3]([O:2][CH3:1])[CH:4]=[CH:5][C:6]=6[NH:12][C:11]5=[O:13])[CH2:15][CH2:16]4)[CH:23]=3)=[CH:30][C:31]=2[N:35]=1, predict the reactants needed to synthesize it. The reactants are: [CH3:1][O:2][C:3]1[CH:4]=[CH:5][C:6]2[NH:12][C:11](=[O:13])[N:10]([CH:14]3[CH2:19][CH2:18][NH:17][CH2:16][CH2:15]3)[CH2:9][CH2:8][C:7]=2[CH:20]=1.Cl[C:22]1[N:27]=[CH:26][N:25]=[C:24]([NH:28][C:29]2[CH:38]=[C:37]([CH3:39])[C:32]3[NH:33][C:34]([CH3:36])=[N:35][C:31]=3[CH:30]=2)[CH:23]=1.CCN(C(C)C)C(C)C. (5) The reactants are: [Br:1][C:2]1[CH:3]=[CH:4][C:5]2[O:10][CH2:9][CH2:8][NH:7][C:6]=2[CH:11]=1.C(=O)([O-])[O-].[K+].[K+].[CH2:18](Br)[C:19]1[CH:24]=[CH:23][CH:22]=[CH:21][CH:20]=1. Given the product [Br:1][C:2]1[CH:3]=[CH:4][C:5]2[O:10][CH2:9][CH2:8][N:7]([CH2:18][C:19]3[CH:24]=[CH:23][CH:22]=[CH:21][CH:20]=3)[C:6]=2[CH:11]=1, predict the reactants needed to synthesize it. (6) Given the product [CH:21]12[NH:26][CH:24]([CH2:23][CH2:22]1)[CH2:25][CH:19]([C:18]1[N:13]3[N:12]=[C:11]([C:32]4[CH:33]=[CH:34][N:35]=[CH:36][CH:37]=4)[C:10]([C:5]4[CH:6]=[CH:7][CH:8]=[C:9]5[C:4]=4[CH:3]=[N:2][NH:1]5)=[C:14]3[N:15]=[CH:16][CH:17]=1)[CH2:20]2, predict the reactants needed to synthesize it. The reactants are: [NH:1]1[C:9]2[C:4](=[C:5]([C:10]3[C:11]([C:32]4[CH:37]=[CH:36][N:35]=[CH:34][CH:33]=4)=[N:12][N:13]4[C:18]([CH:19]5[CH2:25][CH:24]6[N:26](C(OCC)=O)[CH:21]([CH2:22][CH2:23]6)[CH2:20]5)=[CH:17][CH:16]=[N:15][C:14]=34)[CH:6]=[CH:7][CH:8]=2)[CH:3]=[N:2]1.I[Si](C)(C)C. (7) Given the product [C:1]([C:5]1[O:9][N:8]=[C:7]([C:10]2[CH:15]=[C:14]([O:26][CH:24]([CH3:25])[CH2:23][N:22]([CH2:27][CH3:28])[CH2:20][CH3:21])[C:13]([CH:17]3[CH2:19][CH2:18]3)=[CH:12][N:11]=2)[N:6]=1)([CH3:4])([CH3:3])[CH3:2], predict the reactants needed to synthesize it. The reactants are: [C:1]([C:5]1[O:9][N:8]=[C:7]([C:10]2[CH:15]=[C:14](Cl)[C:13]([CH:17]3[CH2:19][CH2:18]3)=[CH:12][N:11]=2)[N:6]=1)([CH3:4])([CH3:3])[CH3:2].[CH2:20]([N:22]([CH2:27][CH3:28])[CH2:23][CH:24]([OH:26])[CH3:25])[CH3:21]. (8) Given the product [CH:47]1[CH:46]=[CH:45][C:44]([P:38]([C:35]2[CH:36]=[CH:37][CH:32]=[CH:33][CH:34]=2)[C-:39]2[CH:43]=[CH:42][CH:41]=[CH:40]2)=[CH:49][CH:48]=1.[CH:65]1[CH:64]=[CH:63][C:62]([P:56]([C:53]2[CH:54]=[CH:55][CH:50]=[CH:51][CH:52]=2)[C-:57]2[CH:61]=[CH:60][CH:59]=[CH:58]2)=[CH:67][CH:66]=1.[Cl:68][Pd:69][Cl:70].[Fe+2:71].[BH:14]([OH:18])[OH:15], predict the reactants needed to synthesize it. The reactants are: CCN(C(C)C)C(C)C.NC(N)=O.[B:14]1(B2OC(C)(C)C(C)(C)O2)[O:18]C(C)(C)C(C)(C)[O:15]1.[CH:32]1[CH:37]=[CH:36][C:35]([P:38]([C:44]2[CH:49]=[CH:48][CH:47]=[CH:46][CH:45]=2)[C-:39]2[CH:43]=[CH:42][CH:41]=[CH:40]2)=[CH:34][CH:33]=1.[CH:50]1[CH:55]=[CH:54][C:53]([P:56]([C:62]2[CH:67]=[CH:66][CH:65]=[CH:64][CH:63]=2)[C-:57]2[CH:61]=[CH:60][CH:59]=[CH:58]2)=[CH:52][CH:51]=1.[Cl:68][Pd:69][Cl:70].[Fe+2:71]. (9) Given the product [C:9]1([N:19]([C:16]2[CH:17]=[CH:3][C:2]([CH3:5])=[CH:1][CH:15]=2)[C:27]2[CH:32]=[CH:31][C:30]([C:33]3[CH:38]=[CH:37][C:36]([C:39]4[CH:44]=[CH:43][C:42]([N:19]([C:20]5[CH:21]=[CH:22][CH:23]=[CH:24][CH:25]=5)[C:16]5[CH:17]=[CH:18][C:13]([CH3:12])=[CH:14][CH:15]=5)=[CH:41][CH:40]=4)=[CH:35][CH:34]=3)=[CH:29][CH:28]=2)[CH:10]=[CH:14][CH:13]=[CH:12][CH:8]=1, predict the reactants needed to synthesize it. The reactants are: [CH3:1][C:2]([CH3:5])([O-])[CH3:3].[Na+].I[CH2:8][CH2:9][CH3:10].Cl.[CH3:12][C:13]1[CH:18]=[CH:17][C:16]([NH:19][C:20]2[CH:25]=[CH:24][CH:23]=[CH:22][CH:21]=2)=[CH:15][CH:14]=1.Br[C:27]1[CH:32]=[CH:31][C:30]([C:33]2[CH:38]=[CH:37][C:36]([C:39]3[CH:44]=[CH:43][C:42](Br)=[CH:41][CH:40]=3)=[CH:35][CH:34]=2)=[CH:29][CH:28]=1.